Dataset: Forward reaction prediction with 1.9M reactions from USPTO patents (1976-2016). Task: Predict the product of the given reaction. (1) Given the reactants [CH2:1]([O:5][C:6]1[CH:11]=[CH:10][C:9]([C:12]2[CH:17]=[CH:16][C:15]([C:18]#[N:19])=[CH:14][CH:13]=2)=[CH:8][CH:7]=1)[CH2:2][CH:3]=[CH2:4].[CH3:20][SiH:21]([CH3:26])[O:22][SiH:23]([CH3:25])[CH3:24].[C:27]1(C)C=CC=CC=1, predict the reaction product. The product is: [CH3:20][Si:21]([CH2:27][CH2:4][CH2:3][CH2:2][CH2:1][O:5][C:6]1[CH:11]=[CH:10][C:9]([C:12]2[CH:13]=[CH:14][C:15]([C:18]#[N:19])=[CH:16][CH:17]=2)=[CH:8][CH:7]=1)([CH3:26])[O:22][SiH:23]([CH3:25])[CH3:24]. (2) Given the reactants [CH3:1][N:2]([CH3:19])[CH2:3][CH2:4][N:5]1[CH:9]=[CH:8][N:7]=[C:6]1[C:10]1[CH:15]=[CH:14][CH:13]=[C:12]([N+:16]([O-])=O)[CH:11]=1, predict the reaction product. The product is: [CH3:1][N:2]([CH3:19])[CH2:3][CH2:4][N:5]1[CH:9]=[CH:8][N:7]=[C:6]1[C:10]1[CH:11]=[C:12]([NH2:16])[CH:13]=[CH:14][CH:15]=1. (3) Given the reactants C1(P(C2C=CC=CC=2)C2C=CC=CC=2)C=CC=CC=1.BrN1C(=O)CCC1=O.[Cl:28][C:29]1[CH:30]=[C:31]([C@@H:39]([CH2:43][CH:44]2[CH2:48][CH2:47][CH2:46][CH2:45]2)[C:40]([OH:42])=O)[CH:32]=[CH:33][C:34]=1[S:35]([CH3:38])(=[O:37])=[O:36].[NH2:49][C:50]1[NH:51][C:52]2[CH:58]=[CH:57][CH:56]=[CH:55][C:53]=2[N:54]=1.N1C=CC=CC=1, predict the reaction product. The product is: [NH:51]1[C:52]2[CH:58]=[CH:57][CH:56]=[CH:55][C:53]=2[N:54]=[C:50]1[NH:49][C:40](=[O:42])[C@@H:39]([C:31]1[CH:32]=[CH:33][C:34]([S:35]([CH3:38])(=[O:36])=[O:37])=[C:29]([Cl:28])[CH:30]=1)[CH2:43][CH:44]1[CH2:48][CH2:47][CH2:46][CH2:45]1. (4) The product is: [F:1][C:2]1[CH:9]=[C:8]([F:10])[CH:7]=[CH:6][C:3]=1[CH2:4][NH:5][C:29]([C:16]1([CH2:15][CH2:14][CH2:13][CH2:12][Br:11])[C:28]2[CH:27]=[CH:26][CH:25]=[CH:24][C:23]=2[C:22]2[C:17]1=[CH:18][CH:19]=[CH:20][CH:21]=2)=[O:30]. Given the reactants [F:1][C:2]1[CH:9]=[C:8]([F:10])[CH:7]=[CH:6][C:3]=1[CH2:4][NH2:5].[Br:11][CH2:12][CH2:13][CH2:14][CH2:15][C:16]1([C:29](Cl)=[O:30])[C:28]2[CH:27]=[CH:26][CH:25]=[CH:24][C:23]=2[C:22]2[C:17]1=[CH:18][CH:19]=[CH:20][CH:21]=2, predict the reaction product. (5) Given the reactants [Cl:1][C:2]1[CH:7]=[CH:6][C:5]([OH:8])=[CH:4][C:3]=1[OH:9].C(=O)([O-])[O-].[K+].[K+].Br[CH2:17][C:18]1[CH:23]=[CH:22][CH:21]=[CH:20][CH:19]=1.O, predict the reaction product. The product is: [CH2:17]([O:9][C:3]1[CH:4]=[C:5]([OH:8])[CH:6]=[CH:7][C:2]=1[Cl:1])[C:18]1[CH:23]=[CH:22][CH:21]=[CH:20][CH:19]=1.